From a dataset of Full USPTO retrosynthesis dataset with 1.9M reactions from patents (1976-2016). Predict the reactants needed to synthesize the given product. (1) Given the product [CH3:1][C:2]1[CH:3]=[N:4][N:5]([C:7]2[S:15][C:14]3[C:9](=[N:10][CH:11]=[CH:12][C:13]=3[O:16][C:17]3[CH:22]=[CH:21][C:20]([NH:23][C:34]([NH:33][C:31](=[O:32])[CH2:30][C:24]4[CH:25]=[CH:26][CH:27]=[CH:28][CH:29]=4)=[S:35])=[CH:19][CH:18]=3)[CH:8]=2)[CH:6]=1, predict the reactants needed to synthesize it. The reactants are: [CH3:1][C:2]1[CH:3]=[N:4][N:5]([C:7]2[S:15][C:14]3[C:9](=[N:10][CH:11]=[CH:12][C:13]=3[O:16][C:17]3[CH:22]=[CH:21][C:20]([NH2:23])=[CH:19][CH:18]=3)[CH:8]=2)[CH:6]=1.[C:24]1([CH2:30][C:31]([N:33]=[C:34]=[S:35])=[O:32])[CH:29]=[CH:28][CH:27]=[CH:26][CH:25]=1. (2) Given the product [F:9][C:8]([F:11])([F:10])[C:7]1[CH:6]=[CH:5][N:4]=[N:3][C:2]=1[NH2:12], predict the reactants needed to synthesize it. The reactants are: Cl[C:2]1[N:3]=[N:4][CH:5]=[CH:6][C:7]=1[C:8]([F:11])([F:10])[F:9].[NH4+:12].[OH-]. (3) Given the product [C:3]1([O:20][CH2:17][CH2:18][CH2:7][CH2:8][CH2:3][CH2:4][CH2:5][CH3:6])[CH:4]=[CH:5][CH:6]=[CH:7][CH:8]=1.[C:17]([O:16][C:14](=[O:15])[CH3:13])(=[O:19])[CH3:18], predict the reactants needed to synthesize it. The reactants are: I([C:3]1[CH:8]=[CH:7][CH:6]=[C:5](CC([O-])=O)[C:4]=1[CH2:13][C:14]([O-:16])=[O:15])=O.[C:17]([OH:20])(=[O:19])[CH3:18]. (4) Given the product [Cl:22][C:10]1[C:11]([O:13][C:14]2[CH:19]=[CH:18][C:17]([O:20][CH3:21])=[CH:16][CH:15]=2)=[CH:12][C:7]([C:24](=[O:30])[C:25]([O:27][CH2:28][CH3:29])=[O:26])=[C:8]([F:23])[CH:9]=1, predict the reactants needed to synthesize it. The reactants are: C([Mg]Cl)(C)C.Br[C:7]1[CH:12]=[C:11]([O:13][C:14]2[CH:19]=[CH:18][C:17]([O:20][CH3:21])=[CH:16][CH:15]=2)[C:10]([Cl:22])=[CH:9][C:8]=1[F:23].[C:24](OCC)(=[O:30])[C:25]([O:27][CH2:28][CH3:29])=[O:26].[Cl-].[NH4+]. (5) Given the product [C:49]([NH:3][CH:2]1[CH2:15][N:14]=[C:13]([C:16]2[CH:17]=[CH:18][CH:19]=[CH:20][C:21]=2[F:22])[C:12]2[CH:11]=[C:10]([Cl:23])[CH:9]=[CH:8][C:7]=2[N:6]1[CH3:5])(=[O:51])[CH3:50], predict the reactants needed to synthesize it. The reactants are: C[C:2]1[N:6]2[C:7]3[CH:8]=[CH:9][C:10]([Cl:23])=[CH:11][C:12]=3[C:13]([C:16]3[CH:17]=[CH:18][CH:19]=[CH:20][C:21]=3[F:22])=[N:14][CH2:15][C:5]2=C[N:3]=1.NCC1CN=C(C2C=CC=CC=2F)C2C=C(Cl)C=CC=2N1.C(O[C:49](=[O:51])[CH3:50])(=O)C.